From a dataset of CYP3A4 inhibition data for predicting drug metabolism from PubChem BioAssay. Regression/Classification. Given a drug SMILES string, predict its absorption, distribution, metabolism, or excretion properties. Task type varies by dataset: regression for continuous measurements (e.g., permeability, clearance, half-life) or binary classification for categorical outcomes (e.g., BBB penetration, CYP inhibition). Dataset: cyp3a4_veith. (1) The compound is CO[C@H]1COC(=O)[C@@H](C)COC(=O)[C@@H](OCc2ccccc2)/C=C\[C@@H]1C. The result is 0 (non-inhibitor). (2) The compound is CC(=NCCN1CCN(C(=S)Nc2ccccc2)CC1)C1=C(O)CC(C)(C)CC1=O. The result is 0 (non-inhibitor).